Dataset: CYP3A4 inhibition data for predicting drug metabolism from PubChem BioAssay. Task: Regression/Classification. Given a drug SMILES string, predict its absorption, distribution, metabolism, or excretion properties. Task type varies by dataset: regression for continuous measurements (e.g., permeability, clearance, half-life) or binary classification for categorical outcomes (e.g., BBB penetration, CYP inhibition). Dataset: cyp3a4_veith. (1) The molecule is CN1CCCN(C2C3CC4CC(C3)CC2C4)CC1. The result is 0 (non-inhibitor). (2) The molecule is Cc1cccc2c(SCC(=O)NCC3CCCO3)nc(-c3ccc(F)cc3)nc12. The result is 0 (non-inhibitor). (3) The result is 1 (inhibitor). The compound is Cc1c(NC(=O)OCCNC(=O)Nc2ccccc2)sc(=S)n1C. (4) The compound is COc1ccc(N2C(=O)CCC(C(=O)O)C2c2ccc(F)cc2)cc1. The result is 0 (non-inhibitor). (5) The drug is CCCn1nc2cc(C(=O)NCc3ccc4c(c3)OCO4)ccc2c1OCC. The result is 0 (non-inhibitor).